From a dataset of Retrosynthesis with 50K atom-mapped reactions and 10 reaction types from USPTO. Predict the reactants needed to synthesize the given product. (1) The reactants are: BrCc1ccccc1.Cc1nc2c([nH]1)-c1ccccc1N(C(=O)c1ccccc1)CC2. Given the product Cc1nc2c(n1Cc1ccccc1)-c1ccccc1N(C(=O)c1ccccc1)CC2, predict the reactants needed to synthesize it. (2) The reactants are: COC(=O)C1CCC(c2ncc(-c3ccc(NC(=O)Nc4ccc(Oc5ccccc5)cc4)cc3)s2)CC1. Given the product O=C(Nc1ccc(Oc2ccccc2)cc1)Nc1ccc(-c2cnc(C3CCC(C(=O)O)CC3)s2)cc1, predict the reactants needed to synthesize it. (3) Given the product Cc1cccc2c(=O)[nH]c3c(c12)COC(C(C)(C)O)C3, predict the reactants needed to synthesize it. The reactants are: Cc1cccc2c(=O)[nH]c3c(c12)COC(C(C)(C)OCc1ccccc1)C3. (4) Given the product COC(=O)c1ccc(C)nc1-n1ccc(C)n1, predict the reactants needed to synthesize it. The reactants are: COC(=O)c1ccc(C)nc1Cl.Cc1cc[nH]n1. (5) The reactants are: CCOP(=O)(CC(=O)OC(C)(C)C)OCC.COC(=O)c1ccc(C)c(C=O)c1. Given the product COC(=O)c1ccc(C)c(/C=C/C(=O)OC(C)(C)C)c1, predict the reactants needed to synthesize it. (6) Given the product N[C@@H](CCCCNC(=O)c1ccccc1)C(=O)O, predict the reactants needed to synthesize it. The reactants are: NCCCC[C@H](N)C(=O)O.O=C(Cl)c1ccccc1. (7) Given the product CON(C)C(=O)[C@@H]1C[C@@H](OC2CCCCO2)CN1C(=O)OCc1ccccc1, predict the reactants needed to synthesize it. The reactants are: CCOC(=O)[C@@H]1C[C@@H](OC2CCCCO2)CN1C(=O)OCc1ccccc1.CNOC. (8) The reactants are: COC(=O)C(Cc1cc(OC)cc(OC)c1)c1ccc(Oc2ccc(C=C3SC(=O)NC3=O)cc2)cc1. Given the product COC(=O)C(Cc1cc(OC)cc(OC)c1)c1ccc(Oc2ccc(CC3SC(=O)NC3=O)cc2)cc1, predict the reactants needed to synthesize it.